From a dataset of Forward reaction prediction with 1.9M reactions from USPTO patents (1976-2016). Predict the product of the given reaction. Given the reactants Br[CH2:2][C:3]1[C:8]([I:9])=[CH:7][N:6]=[C:5]([Cl:10])[CH:4]=1.BrC1C=C(C[N:20]([C:24]2[CH:29]=[CH:28][C:27]([Cl:30])=[CH:26][C:25]=2[CH:31]=[CH2:32])[C:21](=[O:23])[CH3:22])C(Cl)=NC=1.ClC1C(CN(C2C=CC=CC=2C=C)C(=O)C)=CC(F)=C(Cl)N=1, predict the reaction product. The product is: [Cl:10][C:5]1[CH:4]=[C:3]([CH2:2][N:20]([C:24]2[CH:29]=[CH:28][C:27]([Cl:30])=[CH:26][C:25]=2[CH:31]=[CH2:32])[C:21](=[O:23])[CH3:22])[C:8]([I:9])=[CH:7][N:6]=1.